This data is from Full USPTO retrosynthesis dataset with 1.9M reactions from patents (1976-2016). The task is: Predict the reactants needed to synthesize the given product. (1) Given the product [CH:26]1([NH:25][C:24](=[O:4])[NH:23][CH:17]2[CH2:18][CH2:19][CH2:20][CH2:21][CH2:22]2)[CH2:31][CH2:30][CH2:29][CH2:28][CH2:27]1, predict the reactants needed to synthesize it. The reactants are: C(O)(=O)CC(O)=[O:4].C1(C(O)C)C=CC=CC=1.[CH:17]1([N:23]=[C:24]=[N:25][CH:26]2[CH2:31][CH2:30][CH2:29][CH2:28][CH2:27]2)[CH2:22][CH2:21][CH2:20][CH2:19][CH2:18]1. (2) Given the product [O:1]=[C:2]([C:13]1[CH:18]=[CH:17][CH:16]=[C:15]([NH:19][S:20]([CH:23]([CH2:27][CH2:28][CH3:29])[CH2:24][CH2:25][CH3:26])(=[O:22])=[O:21])[CH:14]=1)[CH2:3][CH2:4][NH:5][C:6](=[O:12])[O:7][C:8]([CH3:11])([CH3:10])[CH3:9], predict the reactants needed to synthesize it. The reactants are: [OH:1][CH:2]([C:13]1[CH:18]=[CH:17][CH:16]=[C:15]([NH:19][S:20]([CH:23]([CH2:27][CH2:28][CH3:29])[CH2:24][CH2:25][CH3:26])(=[O:22])=[O:21])[CH:14]=1)[CH2:3][CH2:4][NH:5][C:6](=[O:12])[O:7][C:8]([CH3:11])([CH3:10])[CH3:9].C1C=C[NH+]=CC=1.[O-][Cr](Cl)(=O)=O. (3) Given the product [CH:9]12[NH:8][CH:14]([CH2:15][CH2:16]1)[CH2:13][CH2:12][N:11]([CH:17]([C:29]1[CH:34]=[CH:33][CH:32]=[C:31]([O:35][CH3:36])[CH:30]=1)[C:18]1[CH:28]=[CH:27][C:21]([C:22]([N:24]([CH3:26])[CH3:25])=[O:23])=[CH:20][CH:19]=1)[CH2:10]2, predict the reactants needed to synthesize it. The reactants are: C([O-])([O-])=O.[K+].[K+].C[N:8]1[CH:14]2[CH2:15][CH2:16][CH:9]1[CH2:10][N:11]([CH:17]([C:29]1[CH:34]=[CH:33][CH:32]=[C:31]([O:35][CH3:36])[CH:30]=1)[C:18]1[CH:28]=[CH:27][C:21]([C:22]([N:24]([CH3:26])[CH3:25])=[O:23])=[CH:20][CH:19]=1)[CH2:12][CH2:13]2. (4) The reactants are: O[CH2:2][C:3]1[CH:8]=[CH:7][C:6]([C:9]2[S:13][C:12]([CH:14]=[O:15])=[CH:11][CH:10]=2)=[CH:5][CH:4]=1.C(N(CC)CC)C.CS([Cl:27])(=O)=O.[Cl-].[Li+]. Given the product [Cl:27][CH2:2][C:3]1[CH:8]=[CH:7][C:6]([C:9]2[S:13][C:12]([CH:14]=[O:15])=[CH:11][CH:10]=2)=[CH:5][CH:4]=1, predict the reactants needed to synthesize it. (5) Given the product [Cl:1][C:2]1[C:7]2[C:8]([C:21]#[N:22])=[CH:9][N:10]([CH2:11][O:12][CH2:13][CH2:14][Si:15]([CH3:18])([CH3:17])[CH3:16])[C:6]=2[CH:5]=[CH:4][N:3]=1, predict the reactants needed to synthesize it. The reactants are: [Cl:1][C:2]1[C:7]2[C:8](I)=[CH:9][N:10]([CH2:11][O:12][CH2:13][CH2:14][Si:15]([CH3:18])([CH3:17])[CH3:16])[C:6]=2[CH:5]=[CH:4][N:3]=1.[Cu][C:21]#[N:22].C1(C2C3C(=CC=CC=3)C=CC=2P(C2C=CC=CC=2)C2C=CC=CC=2)C2C(=CC=CC=2)C=CC=1P(C1C=CC=CC=1)C1C=CC=CC=1. (6) Given the product [Cl:1][C:2]1[CH:3]=[C:4]2[C:8](=[CH:9][CH:10]=1)[NH:7][C:6](=[O:11])/[C:5]/2=[CH:21]\[C:20]1[NH:19][C:18]2[CH2:23][CH2:24][CH2:25][CH2:26][CH2:27][C:17]=2[C:16]=1[CH2:15][CH2:14][CH2:13][OH:12], predict the reactants needed to synthesize it. The reactants are: [Cl:1][C:2]1[CH:3]=[C:4]2[C:8](=[CH:9][CH:10]=1)[NH:7][C:6](=[O:11])[CH2:5]2.[OH:12][CH2:13][CH2:14][CH2:15][C:16]1[C:17]2[CH2:27][CH2:26][CH2:25][CH2:24][CH2:23][C:18]=2[NH:19][C:20]=1[CH:21]=O.N1CCCCC1.